The task is: Predict the reaction yield, written as a fraction of the theoretical maximum amount of product (1.0 means a 100% yield; for example, 0.34 means a 34% yield).. This data is from Reaction yield outcomes from USPTO patents with 853,638 reactions. (1) The reactants are [NH2:1][C:2]1[N:3]=[C:4]2[CH:9]=[CH:8][C:7]([O:10][C:11]3[CH:12]=[C:13]([NH:17][C:18]([C:20]4[N:24]([CH3:25])[N:23]=[C:22]([CH3:26])[CH:21]=4)=[O:19])[CH:14]=[CH:15][CH:16]=3)=[CH:6][N:5]2[CH:27]=1.C(N(CC)CC)C.[CH:35]1([C:38](Cl)=[O:39])[CH2:37][CH2:36]1. The catalyst is O1CCCC1.O. The product is [CH:35]1([C:38]([NH:1][C:2]2[N:3]=[C:4]3[CH:9]=[CH:8][C:7]([O:10][C:11]4[CH:12]=[C:13]([NH:17][C:18]([C:20]5[N:24]([CH3:25])[N:23]=[C:22]([CH3:26])[CH:21]=5)=[O:19])[CH:14]=[CH:15][CH:16]=4)=[CH:6][N:5]3[CH:27]=2)=[O:39])[CH2:37][CH2:36]1. The yield is 0.600. (2) The reactants are CN(C)C=O.[F:6][C:7]1[CH:12]=[CH:11][C:10]([CH:13]([C:29]2[CH:34]=[CH:33][C:32]([F:35])=[CH:31][CH:30]=2)[CH:14]2[C:19](=[O:20])[CH2:18][CH2:17][N:16]([CH2:21][C:22]3[CH:27]=[CH:26][CH:25]=[CH:24][C:23]=3[OH:28])[CH2:15]2)=[CH:9][CH:8]=1.[CH:36](I)([CH3:38])[CH3:37].C(=O)([O-])[O-].[K+].[K+]. The catalyst is C(OCC)(=O)C. The product is [F:6][C:7]1[CH:8]=[CH:9][C:10]([CH:13]([C:29]2[CH:30]=[CH:31][C:32]([F:35])=[CH:33][CH:34]=2)[CH:14]2[C:19](=[O:20])[CH2:18][CH2:17][N:16]([CH2:21][C:22]3[CH:27]=[CH:26][CH:25]=[CH:24][C:23]=3[O:28][CH:36]([CH3:38])[CH3:37])[CH2:15]2)=[CH:11][CH:12]=1. The yield is 0.310.